Dataset: Forward reaction prediction with 1.9M reactions from USPTO patents (1976-2016). Task: Predict the product of the given reaction. Given the reactants [CH3:1][O:2][C:3]1[CH:10]=[C:9]([O:11][CH2:12][CH2:13][O:14][CH2:15][CH2:16][O:17][CH3:18])[C:8]([C:19]2[S:20][CH:21]=[CH:22][CH:23]=2)=[CH:7][C:4]=1[CH:5]=O.[C:24]([C:27]1[CH:35]=[CH:34][C:30]([C:31]([OH:33])=[O:32])=[CH:29][CH:28]=1)(=[O:26])[CH3:25], predict the reaction product. The product is: [CH3:1][O:2][C:3]1[CH:10]=[C:9]([O:11][CH2:12][CH2:13][O:14][CH2:15][CH2:16][O:17][CH3:18])[C:8]([C:19]2[S:20][CH:21]=[CH:22][CH:23]=2)=[CH:7][C:4]=1/[CH:5]=[CH:25]/[C:24]([C:27]1[CH:35]=[CH:34][C:30]([C:31]([OH:33])=[O:32])=[CH:29][CH:28]=1)=[O:26].